This data is from Full USPTO retrosynthesis dataset with 1.9M reactions from patents (1976-2016). The task is: Predict the reactants needed to synthesize the given product. (1) Given the product [NH2:1][C:4]1[CH:19]=[CH:18][C:7]([C:8]([NH:10][CH2:11][CH2:12][N:13]([CH2:14][CH3:15])[CH2:16][CH3:17])=[O:9])=[C:6]([O:20][CH3:21])[CH:5]=1, predict the reactants needed to synthesize it. The reactants are: [N+:1]([C:4]1[CH:19]=[CH:18][C:7]([C:8]([NH:10][CH2:11][CH2:12][N:13]([CH2:16][CH3:17])[CH2:14][CH3:15])=[O:9])=[C:6]([O:20][CH3:21])[CH:5]=1)([O-])=O.C(O)C. (2) Given the product [F:1][C:2]1[CH:7]=[CH:6][C:5]([N+:25]([O-:27])=[O:26])=[C:4]([N:11]2[CH2:12][CH2:13][O:14][CH2:15][CH2:16]2)[CH:3]=1, predict the reactants needed to synthesize it. The reactants are: [F:1][C:2]1[CH:3]=[C:4]([N:11]2[CH2:16][CH2:15][O:14][CH2:13][CH2:12]2)[CH:5]=[CH:6][C:7]=1[N+]([O-])=O.FC1C=C(F)C=CC=1[N+:25]([O-:27])=[O:26].N1CCOCC1. (3) Given the product [Cl:7][C:8]1[CH:9]=[C:10]([CH2:11][OH:12])[CH:14]=[C:15]([O:17][CH3:18])[CH:16]=1, predict the reactants needed to synthesize it. The reactants are: [H-].[Al+3].[Li+].[H-].[H-].[H-].[Cl:7][C:8]1[CH:9]=[C:10]([CH:14]=[C:15]([O:17][CH3:18])[CH:16]=1)[C:11](O)=[O:12]. (4) Given the product [N:24]1([CH:21]2[CH2:22][CH2:23][NH:18][CH2:19][CH2:20]2)[CH2:29][CH2:28][CH2:27][CH2:26][CH2:25]1, predict the reactants needed to synthesize it. The reactants are: FC1C=CC=C(F)C=1CNC1C(C2C=CC=CN=2)=CN=C([N:18]2[CH2:23][CH2:22][CH:21]([N:24]3[CH2:29][CH2:28][CH2:27][CH2:26][CH2:25]3)[CH2:20][CH2:19]2)N=1.ClC1N=C(NCC2C(F)=CC=CC=2F)C(C2C=CC=CN=2)=CN=1. (5) Given the product [F:17][C:18]1[CH:19]=[C:20]2[C:24](=[CH:25][CH:26]=1)[N:23]([NH:27][C:8]([C:7]1[C:2]([CH3:1])=[N:3][C:4]([C:11]3[CH:16]=[CH:15][CH:14]=[CH:13][N:12]=3)=[N:5][CH:6]=1)=[O:9])[CH:22]=[CH:21]2, predict the reactants needed to synthesize it. The reactants are: [CH3:1][C:2]1[C:7]([C:8](Cl)=[O:9])=[CH:6][N:5]=[C:4]([C:11]2[CH:16]=[CH:15][CH:14]=[CH:13][N:12]=2)[N:3]=1.[F:17][C:18]1[CH:19]=[C:20]2[C:24](=[CH:25][CH:26]=1)[N:23]([NH2:27])[CH:22]=[CH:21]2.C([O-])([O-])=O.[K+].[K+].